Dataset: Forward reaction prediction with 1.9M reactions from USPTO patents (1976-2016). Task: Predict the product of the given reaction. Given the reactants Cl.[C:2]([O:6][C@H:7]([CH3:19])[C@@H:8]([C:10]([N:12]1[CH2:16][CH2:15][CH2:14][C@H:13]1[C:17]#[N:18])=[O:11])[NH2:9])([CH3:5])([CH3:4])[CH3:3].Cl[C:21]([O:23][CH2:24][C:25]1[CH:30]=[CH:29][CH:28]=[CH:27][CH:26]=1)=[O:22].C(N(CC)CC)C, predict the reaction product. The product is: [CH2:24]([O:23][C:21]([NH:9][C@H:8]([C:10]([N:12]1[CH2:16][CH2:15][CH2:14][C@H:13]1[C:17]#[N:18])=[O:11])[C@@H:7]([CH3:19])[O:6][C:2]([CH3:5])([CH3:3])[CH3:4])=[O:22])[C:25]1[CH:30]=[CH:29][CH:28]=[CH:27][CH:26]=1.